Dataset: Forward reaction prediction with 1.9M reactions from USPTO patents (1976-2016). Task: Predict the product of the given reaction. The product is: [Br:34][C:31]1[CH:32]=[CH:33][C:28]([N:25]2[CH2:26][CH2:27][N:22]([S:19]([CH2:18][CH:14]([CH:15]([CH3:17])[CH3:16])[C:13]([OH:35])=[O:12])(=[O:21])=[O:20])[CH2:23][CH2:24]2)=[CH:29][CH:30]=1. Given the reactants FC(F)(F)C(O)=O.C([O:12][C:13](=[O:35])[CH:14]([CH2:18][S:19]([N:22]1[CH2:27][CH2:26][N:25]([C:28]2[CH:33]=[CH:32][C:31]([Br:34])=[CH:30][CH:29]=2)[CH2:24][CH2:23]1)(=[O:21])=[O:20])[CH:15]([CH3:17])[CH3:16])(C)(C)C, predict the reaction product.